Dataset: Full USPTO retrosynthesis dataset with 1.9M reactions from patents (1976-2016). Task: Predict the reactants needed to synthesize the given product. (1) Given the product [C:26]([C:25]1[CH:29]=[CH:30][C:22]([CH:20]2[O:19][N:18]=[C:17]([C:12]3[N:13]=[C:14]([CH3:16])[N:15]=[C:10]([C:8]([NH:7][CH2:6][C:5]4[CH:31]=[CH:32][C:2]([F:1])=[C:3]([O:33][CH3:34])[CH:4]=4)=[O:9])[CH:11]=3)[CH2:21]2)=[CH:23][CH:24]=1)(=[O:28])[NH2:36], predict the reactants needed to synthesize it. The reactants are: [F:1][C:2]1[CH:32]=[CH:31][C:5]([CH2:6][NH:7][C:8]([C:10]2[N:15]=[C:14]([CH3:16])[N:13]=[C:12]([C:17]3[CH2:21][CH:20]([C:22]4[CH:30]=[CH:29][C:25]([C:26]([OH:28])=O)=[CH:24][CH:23]=4)[O:19][N:18]=3)[CH:11]=2)=[O:9])=[CH:4][C:3]=1[O:33][CH3:34].C[N:36](C(ON1N=NC2C=CC=NC1=2)=[N+](C)C)C.F[P-](F)(F)(F)(F)F.CCN(C(C)C)C(C)C.N. (2) Given the product [N:26]([C:22]1[CH:21]=[C:20]([CH2:19][O:18][CH3:17])[N:25]=[CH:24][N:23]=1)=[C:1]=[S:2], predict the reactants needed to synthesize it. The reactants are: [C:1](N1C=CC=CC1=O)(N1C=CC=CC1=O)=[S:2].[CH3:17][O:18][CH2:19][C:20]1[N:25]=[CH:24][N:23]=[C:22]([NH2:26])[CH:21]=1. (3) Given the product [CH2:8]([O:7][C:3](=[O:10])[CH2:12][C:11](=[O:13])[C:14]1[S:15][CH:16]=[CH:17][CH:18]=1)[CH3:9], predict the reactants needed to synthesize it. The reactants are: [H-].[Na+].[C:3](=[O:10])([O:7][CH2:8][CH3:9])OCC.[C:11]([C:14]1[S:15][CH:16]=[CH:17][CH:18]=1)(=[O:13])[CH3:12].CC(O)=O. (4) Given the product [C:1]([C:3]1[CH:4]=[CH:5][C:6]([NH:9][C:10](=[O:17])[CH2:11][S:12][CH2:13][C:14]([NH:33][C:29]2[CH:30]=[CH:31][C:32]3[N:20]([CH2:18][CH3:19])[C:21]4[C:26]([C:27]=3[CH:28]=2)=[CH:25][CH:24]=[CH:23][CH:22]=4)=[O:16])=[CH:7][CH:8]=1)#[N:2], predict the reactants needed to synthesize it. The reactants are: [C:1]([C:3]1[CH:8]=[CH:7][C:6]([NH:9][C:10](=[O:17])[CH2:11][S:12][CH2:13][C:14]([OH:16])=O)=[CH:5][CH:4]=1)#[N:2].[CH2:18]([N:20]1[C:32]2[CH:31]=[CH:30][C:29]([NH2:33])=[CH:28][C:27]=2[C:26]2[C:21]1=[CH:22][CH:23]=[CH:24][CH:25]=2)[CH3:19].CN(C(ON1N=NC2C=CC=NC1=2)=[N+](C)C)C.F[P-](F)(F)(F)(F)F.CCN(C(C)C)C(C)C.Cl. (5) Given the product [CH3:26][Si:11]([CH3:10])([CH2:20][CH2:21][Si:22]([CH3:23])([CH3:25])[CH3:24])[CH2:12][CH2:13][CH2:14][O:15][CH2:16][CH:17]([OH:18])[CH2:19][NH:9][CH2:8][CH2:7][N:1]1[CH2:6][CH2:5][O:4][CH2:3][CH2:2]1, predict the reactants needed to synthesize it. The reactants are: [N:1]1([CH2:7][CH2:8][NH2:9])[CH2:6][CH2:5][O:4][CH2:3][CH2:2]1.[CH3:10][Si:11]([CH3:26])([CH2:20][CH2:21][Si:22]([CH3:25])([CH3:24])[CH3:23])[CH2:12][CH2:13][CH2:14][O:15][CH2:16][CH:17]1[CH2:19][O:18]1.